Predict the product of the given reaction. From a dataset of Forward reaction prediction with 1.9M reactions from USPTO patents (1976-2016). Given the reactants C(O[BH-](OC(=O)C)OC(=O)C)(=O)C.[Na+].[Cl:15][C:16]1[C:17]([CH:27]=O)=[N:18][CH:19]=[C:20]([N:22]([CH3:26])[CH2:23][CH2:24][CH3:25])[N:21]=1.[CH2:29]([NH:36][CH2:37][CH2:38][OH:39])[C:30]1[CH:35]=[CH:34][CH:33]=[CH:32][CH:31]=1.C(=O)([O-])O.[Na+], predict the reaction product. The product is: [CH2:29]([N:36]([CH2:27][C:17]1[C:16]([Cl:15])=[N:21][C:20]([N:22]([CH3:26])[CH2:23][CH2:24][CH3:25])=[CH:19][N:18]=1)[CH2:37][CH2:38][OH:39])[C:30]1[CH:35]=[CH:34][CH:33]=[CH:32][CH:31]=1.